The task is: Predict the product of the given reaction.. This data is from Forward reaction prediction with 1.9M reactions from USPTO patents (1976-2016). (1) Given the reactants CO[C:3]1[CH:12]=[CH:11][CH:10]=[C:9]2[C:4]=1[CH2:5]CNC2.[Br:13][C:14]1[CH:15]=[CH:16][C:17]([OH:31])=[C:18]2[C:23]=1[CH2:22][N:21]([C:24]([O:26][C:27]([CH3:30])([CH3:29])[CH3:28])=[O:25])[CH2:20][CH2:19]2.OC1C=CC=C2C=1CCN(C(OC(C)(C)C)=O)C2.BrN1C(=O)CCC1=O.BrC1C=CC(O)=C2C=1CN(C(OCCCC)=O)CC2.C(Br)C1C=CC=CC=1.C(=O)([O-])[O-].[K+].[K+], predict the reaction product. The product is: [CH2:5]([O:31][C:17]1[CH:16]=[CH:15][C:14]([Br:13])=[C:23]2[C:18]=1[CH2:19][CH2:20][N:21]([C:24]([O:26][C:27]([CH3:28])([CH3:30])[CH3:29])=[O:25])[CH2:22]2)[C:4]1[CH:9]=[CH:10][CH:11]=[CH:12][CH:3]=1. (2) Given the reactants Cl[C:2]1[NH:7][C:6](=[O:8])[N:5]([CH:9]([CH3:11])[CH3:10])[C:4](=[O:12])[CH:3]=1.[F:13][C:14]([F:24])([F:23])[C@@H:15]([C:17]1[CH:22]=[CH:21][CH:20]=[CH:19][CH:18]=1)[NH2:16].CN1C(=O)CCC1, predict the reaction product. The product is: [CH:9]([N:5]1[C:4](=[O:12])[CH:3]=[C:2]([NH:16][C@H:15]([C:17]2[CH:22]=[CH:21][CH:20]=[CH:19][CH:18]=2)[C:14]([F:13])([F:23])[F:24])[NH:7][C:6]1=[O:8])([CH3:11])[CH3:10]. (3) Given the reactants C([O:3][C:4]([C:6]12[CH2:24][CH:23]1[CH:22]=[CH:21][CH2:20][CH2:19][CH2:18][CH2:17][CH2:16][N:15]([CH2:25][C:26]1[CH:31]=[CH:30][C:29]([O:32][CH3:33])=[CH:28][CH:27]=1)[C:14](=[O:34])[N:13]1[CH:9]([CH2:10][CH:11]([O:35][CH2:36][O:37][CH2:38][CH3:39])[CH2:12]1)[C:8](=[O:40])[NH:7]2)=[O:5])C.C1COCC1.CO.[Li+].[OH-], predict the reaction product. The product is: [CH2:38]([O:37][CH2:36][O:35][CH:11]1[CH2:10][CH:9]2[N:13]([C:14](=[O:34])[N:15]([CH2:25][C:26]3[CH:31]=[CH:30][C:29]([O:32][CH3:33])=[CH:28][CH:27]=3)[CH2:16][CH2:17][CH2:18][CH2:19][CH2:20][CH:21]=[CH:22][CH:23]3[C:6]([C:4]([OH:5])=[O:3])([NH:7][C:8]2=[O:40])[CH2:24]3)[CH2:12]1)[CH3:39]. (4) Given the reactants [Br:1][C:2]1[CH:3]=[C:4]([C@@:9]([NH:15][C:16]([NH:18][C:19](=[O:26])[C:20]2[CH:25]=[CH:24][CH:23]=[CH:22][CH:21]=2)=[S:17])([CH2:11][C:12]([CH3:14])=[CH2:13])[CH3:10])[CH:5]=[CH:6][C:7]=1[F:8].[I:27]I, predict the reaction product. The product is: [Br:1][C:2]1[CH:3]=[C:4]([C@:9]2([CH3:10])[CH2:11][C:12]([CH2:14][I:27])([CH3:13])[S:17][C:16]([NH:18][C:19](=[O:26])[C:20]3[CH:21]=[CH:22][CH:23]=[CH:24][CH:25]=3)=[N:15]2)[CH:5]=[CH:6][C:7]=1[F:8]. (5) Given the reactants C(O[C:5](=[O:7])C)(=O)C.C(O)=O.[F:11][C:12]1[CH:18]=[CH:17][CH:16]=[CH:15][C:13]=1[NH2:14], predict the reaction product. The product is: [F:11][C:12]1[CH:18]=[CH:17][CH:16]=[CH:15][C:13]=1[NH:14][CH:5]=[O:7]. (6) Given the reactants [CH:1]1([C:5]2[N:6]=[C:7]([NH:10][C:11]([C:13]3[CH:33]=[CH:32][N:16]4[C:17](=[O:31])[C:18](/[CH:22]=[CH:23]/[C:24]([O:26][C:27]([CH3:30])([CH3:29])[CH3:28])=[O:25])=[C:19](O)[N:20]=[C:15]4[CH:14]=3)=[O:12])[S:8][CH:9]=2)[CH2:4][CH2:3][CH2:2]1.C(NC(C)C)(C)C.Cl.[NH2:42][C:43]([O:45][CH:46]1[CH:51]([O:52][C:53]([NH2:55])=[O:54])[CH2:50][CH2:49][NH:48][CH2:47]1)=[O:44].O, predict the reaction product. The product is: [CH:1]1([C:5]2[N:6]=[C:7]([NH:10][C:11]([C:13]3[CH:33]=[CH:32][N:16]4[C:17](=[O:31])[C:18](/[CH:22]=[CH:23]/[C:24]([O:26][C:27]([CH3:28])([CH3:30])[CH3:29])=[O:25])=[C:19]([N:48]5[CH2:49][CH2:50][CH:51]([O:52][C:53]([NH2:55])=[O:54])[CH:46]([O:45][C:43]([NH2:42])=[O:44])[CH2:47]5)[N:20]=[C:15]4[CH:14]=3)=[O:12])[S:8][CH:9]=2)[CH2:4][CH2:3][CH2:2]1. (7) The product is: [Br:1][C:2]1[CH:3]=[C:4]([NH:5][C:10](=[O:15])[CH2:11][C:12](=[O:13])[CH3:14])[CH:6]=[CH:7][C:8]=1[CH3:9]. Given the reactants [Br:1][C:2]1[CH:3]=[C:4]([CH:6]=[CH:7][C:8]=1[CH3:9])[NH2:5].[C:10](OC)(=[O:15])[CH2:11][C:12]([CH3:14])=[O:13].N1C=CC=CC=1, predict the reaction product. (8) Given the reactants N1C2C(=CC=C3C=2N=CC=C3)C=CC=1.FC(F)(F)[Si]([C:26]([F:41])([F:40])[C:27]([F:39])([F:38])[C:28]([F:37])([F:36])[C:29]([F:35])([F:34])[C:30]([F:33])([F:32])[F:31])(C(F)(F)F)C(F)(F)F.I[C:45]1[CH:50]=[CH:49][CH:48]=[CH:47][CH:46]=1, predict the reaction product. The product is: [F:41][C:26]([C:45]1[CH:50]=[CH:49][CH:48]=[CH:47][CH:46]=1)([F:40])[C:27]([F:38])([F:39])[C:28]([F:36])([F:37])[C:29]([F:34])([F:35])[C:30]([F:33])([F:32])[F:31]. (9) Given the reactants [OH:1][CH2:2][C:3]1[CH:4]=[C:5]([CH:8]=[CH:9][CH:10]=1)[C:6]#[N:7].Cl[C:12]1[CH:22]=[C:16]2[N:17]([CH3:21])[CH2:18][CH2:19][CH2:20][N:15]2[C:14](=[O:23])[N:13]=1, predict the reaction product. The product is: [CH3:21][N:17]1[CH2:18][CH2:19][CH2:20][N:15]2[C:14](=[O:23])[N:13]=[C:12]([O:1][CH2:2][C:3]3[CH:4]=[C:5]([CH:8]=[CH:9][CH:10]=3)[C:6]#[N:7])[CH:22]=[C:16]12. (10) Given the reactants [Br:1][C:2]1[C:3](Cl)=[N:4][CH:5]=[C:6]([CH:10]=1)[C:7]([OH:9])=[O:8].[F:12][C:13]1[CH:18]=[C:17]([F:19])[CH:16]=[CH:15][C:14]=1[OH:20].C(=O)([O-])[O-].[Cs+].[Cs+].Cl, predict the reaction product. The product is: [Br:1][C:2]1[C:3]([O:20][C:14]2[CH:15]=[CH:16][C:17]([F:19])=[CH:18][C:13]=2[F:12])=[N:4][CH:5]=[C:6]([CH:10]=1)[C:7]([OH:9])=[O:8].